Predict the product of the given reaction. From a dataset of Forward reaction prediction with 1.9M reactions from USPTO patents (1976-2016). Given the reactants Br[C:2]1[CH:11]=[CH:10][C:9]([CH3:12])=[CH:8][C:3]=1[C:4]([O:6][CH3:7])=[O:5].[CH3:13][N:14]1[CH:18]=[C:17](B2OC(C)(C)C(C)(C)O2)[CH:16]=[N:15]1.C([O-])([O-])=O.[K+].[K+], predict the reaction product. The product is: [CH3:12][C:9]1[CH:10]=[CH:11][C:2]([C:17]2[CH:16]=[N:15][N:14]([CH3:13])[CH:18]=2)=[C:3]([CH:8]=1)[C:4]([O:6][CH3:7])=[O:5].